From a dataset of Forward reaction prediction with 1.9M reactions from USPTO patents (1976-2016). Predict the product of the given reaction. (1) The product is: [N:1]1[CH:6]=[C:5]([CH2:7][CH2:8][C:9]([O:11][CH3:12])=[O:10])[CH:4]=[N:3][CH:2]=1. Given the reactants [N:1]1[CH:6]=[C:5](/[CH:7]=[CH:8]/[C:9]([O:11][CH3:12])=[O:10])[CH:4]=[N:3][CH:2]=1, predict the reaction product. (2) Given the reactants COC1C=CC(P2(SP(C3C=CC(OC)=CC=3)(=S)S2)=[S:10])=CC=1.[CH3:23][O:24][C:25]1[CH:26]=[C:27]([NH:33][C:34](=O)[C:35]2[C:40]([F:41])=[CH:39][CH:38]=[CH:37][C:36]=2[F:42])[CH:28]=[C:29]([O:31][CH3:32])[CH:30]=1, predict the reaction product. The product is: [CH3:23][O:24][C:25]1[CH:26]=[C:27]([NH:33][C:34]([C:35]2[C:40]([F:41])=[CH:39][CH:38]=[CH:37][C:36]=2[F:42])=[S:10])[CH:28]=[C:29]([O:31][CH3:32])[CH:30]=1. (3) Given the reactants [F:1][C:2]1[CH:7]=[CH:6][C:5]([CH2:8][C@H:9]([NH:25]C(=O)OC(C)(C)C)[C:10]([NH:12][C:13]2[N:17]([CH3:18])[N:16]=[C:15]([C:19]3[CH:24]=[CH:23][N:22]=[CH:21][CH:20]=3)[CH:14]=2)=[O:11])=[CH:4][CH:3]=1.Cl, predict the reaction product. The product is: [NH2:25][C@@H:9]([CH2:8][C:5]1[CH:4]=[CH:3][C:2]([F:1])=[CH:7][CH:6]=1)[C:10]([NH:12][C:13]1[N:17]([CH3:18])[N:16]=[C:15]([C:19]2[CH:24]=[CH:23][N:22]=[CH:21][CH:20]=2)[CH:14]=1)=[O:11]. (4) Given the reactants [CH3:1][CH:2]([CH2:4][CH2:5][CH2:6][C@H:7]([C@@H:9]1[C@:27]2([CH3:28])[C@H:12]([C@H:13]3[C@H:24]([CH2:25][CH2:26]2)[C@:22]2([CH3:23])[C:16]([CH2:17][C@H:18]([CH2:20][CH2:21]2)[OH:19])=[CH:15][CH2:14]3)[CH2:11][CH2:10]1)[CH3:8])[CH3:3].N[C:30]([O:32][CH2:33][CH3:34])=O.CC(C)([O-])C.[Li+].C(C1OC1)Br, predict the reaction product. The product is: [CH2:34]([CH2:3][CH:2]([CH2:4][CH2:5][CH2:6][C@H:7]([C@@H:9]1[C@:27]2([CH3:28])[C@H:12]([C@H:13]3[C@H:24]([CH2:25][CH2:26]2)[C@:22]2([CH3:23])[C:16]([CH2:17][C@H:18]([CH2:20][CH2:21]2)[OH:19])=[CH:15][CH2:14]3)[CH2:11][CH2:10]1)[CH3:8])[CH3:1])[CH:33]1[O:32][CH2:30]1. (5) Given the reactants [CH3:1][O:2][C:3]1[C:4]([NH:9][CH:10]2[CH2:15][CH2:14][N:13]([C:16]([O:18][C:19]([CH3:22])([CH3:21])[CH3:20])=[O:17])[CH2:12][CH2:11]2)=[CH:5][CH:6]=[CH:7][CH:8]=1.[CH3:23][O:24][C:25]1[CH:26]=[C:27]([C:35]2[CH:36]=[C:37]([CH:40]=[CH:41][CH:42]=2)[CH2:38]Cl)[CH:28]=[C:29]([O:33][CH3:34])[C:30]=1[O:31][CH3:32], predict the reaction product. The product is: [C:19]([O:18][C:16]([N:13]1[CH2:14][CH2:15][CH:10]([N:9]([C:4]2[CH:5]=[CH:6][CH:7]=[CH:8][C:3]=2[O:2][CH3:1])[CH2:38][C:37]2[CH:40]=[CH:41][CH:42]=[C:35]([C:27]3[CH:28]=[C:29]([O:33][CH3:34])[C:30]([O:31][CH3:32])=[C:25]([O:24][CH3:23])[CH:26]=3)[CH:36]=2)[CH2:11][CH2:12]1)=[O:17])([CH3:22])([CH3:21])[CH3:20]. (6) Given the reactants [C:1]([CH2:4][C:5]1[CH:13]=[CH:12][C:8]([C:9]([OH:11])=[O:10])=[CH:7][CH:6]=1)(=[S:3])[NH2:2].[Cl:14][CH2:15][C:16]([CH2:18]Cl)=O, predict the reaction product. The product is: [Cl:14][CH2:15][C:16]1[N:2]=[C:1]([CH2:4][C:5]2[CH:13]=[CH:12][C:8]([C:9]([OH:11])=[O:10])=[CH:7][CH:6]=2)[S:3][CH:18]=1. (7) Given the reactants C([O:8][CH2:9][CH2:10][O:11][C:12]1[CH:17]=[C:16]([F:18])[C:15]([N:19]2[CH2:24][CH2:23][N:22]([C:25](OC(C)(C)C)=O)[CH2:21][CH2:20]2)=[C:14]([F:32])[CH:13]=1)C1C=CC=CC=1.C(OCC1C=CC=CC=1)C1C=CC=CC=1.ClC1[NH:50][C:51](=[O:59])[C:52]2[CH:57]=[N:56][N:55]([CH3:58])[C:53]=2[N:54]=1, predict the reaction product. The product is: [F:32][C:14]1[CH:13]=[C:12]([O:11][CH2:10][CH2:9][OH:8])[CH:17]=[C:16]([F:18])[C:15]=1[N:19]1[CH2:20][CH2:21][N:22]([C:25]2[NH:50][C:51](=[O:59])[C:52]3[CH:57]=[N:56][N:55]([CH3:58])[C:53]=3[N:54]=2)[CH2:23][CH2:24]1.